This data is from Merck oncology drug combination screen with 23,052 pairs across 39 cell lines. The task is: Regression. Given two drug SMILES strings and cell line genomic features, predict the synergy score measuring deviation from expected non-interaction effect. (1) Drug 1: CN1C(=O)C=CC2(C)C3CCC4(C)C(NC(=O)OCC(F)(F)F)CCC4C3CCC12. Drug 2: COC1CC2CCC(C)C(O)(O2)C(=O)C(=O)N2CCCCC2C(=O)OC(C(C)CC2CCC(OP(C)(C)=O)C(OC)C2)CC(=O)C(C)C=C(C)C(O)C(OC)C(=O)C(C)CC(C)C=CC=CC=C1C. Cell line: EFM192B. Synergy scores: synergy=31.3. (2) Drug 2: CC1(c2nc3c(C(N)=O)cccc3[nH]2)CCCN1. Drug 1: CC1CC2C3CCC4=CC(=O)C=CC4(C)C3(F)C(O)CC2(C)C1(O)C(=O)CO. Cell line: SKMES1. Synergy scores: synergy=1.16.